Dataset: Forward reaction prediction with 1.9M reactions from USPTO patents (1976-2016). Task: Predict the product of the given reaction. (1) The product is: [CH:16]1([N:7]2[CH2:8][C:9]([F:15])([F:14])[C:10](=[O:13])[N:11]([CH3:12])[C:5]3[CH:4]=[N:3][C:2]([NH:22][C:23]4[C:31]([F:32])=[CH:30][C:26]([C:27]([OH:29])=[O:28])=[C:25]([F:33])[CH:24]=4)=[N:21][C:6]2=3)[CH2:20][CH2:19][CH2:18][CH2:17]1. Given the reactants Cl[C:2]1[N:3]=[CH:4][C:5]2[N:11]([CH3:12])[C:10](=[O:13])[C:9]([F:15])([F:14])[CH2:8][N:7]([CH:16]3[CH2:20][CH2:19][CH2:18][CH2:17]3)[C:6]=2[N:21]=1.[NH2:22][C:23]1[C:31]([F:32])=[CH:30][C:26]([C:27]([OH:29])=[O:28])=[C:25]([F:33])[CH:24]=1.C(=O)([O-])[O-].[Cs+].[Cs+], predict the reaction product. (2) Given the reactants [CH3:1][C:2]1[CH:6]=[CH:5][S:4][C:3]=1[CH2:7][NH2:8].[S:9]1[CH2:15][C:13](=[O:14])[NH:12][C:10]1=S.CCN(C(C)C)C(C)C, predict the reaction product. The product is: [CH3:1][C:2]1[CH:6]=[CH:5][S:4][C:3]=1[CH2:7][NH:8][C:10]1[S:9][CH2:15][C:13](=[O:14])[N:12]=1. (3) Given the reactants [C:1]([O:7][CH2:8][CH3:9])(=[O:6])[CH2:2][C:3]([CH3:5])=[O:4].Br[CH2:11][CH2:12][CH2:13][CH2:14][CH2:15][CH2:16][CH2:17][CH2:18][CH2:19][CH3:20].C(=O)([O-])[O-].[K+].[K+], predict the reaction product. The product is: [CH2:11]([CH:2]([C:3]([CH3:5])=[O:4])[C:1]([O:7][CH2:8][CH3:9])=[O:6])[CH2:12][CH2:13][CH2:14][CH2:15][CH2:16][CH2:17][CH2:18][CH2:19][CH3:20]. (4) The product is: [F:1][C:2]1[CH:3]=[CH:4][C:5]([CH2:8][CH2:9][CH:10]=[O:11])=[CH:6][CH:7]=1. Given the reactants [F:1][C:2]1[CH:7]=[CH:6][C:5]([CH2:8][CH2:9][C:10](N(OC)C)=[O:11])=[CH:4][CH:3]=1.[H-].[H-].[H-].[H-].[Li+].[Al+3], predict the reaction product. (5) Given the reactants [CH3:1][C:2]1([CH3:10])[CH2:7][CH:6]([CH2:8][OH:9])[CH2:5][CH2:4][O:3]1.C(N(CC)CC)C.[CH3:18][S:19](Cl)(=[O:21])=[O:20].C(=O)(O)[O-].[Na+], predict the reaction product. The product is: [CH3:18][S:19]([O:9][CH2:8][CH:6]1[CH2:5][CH2:4][O:3][C:2]([CH3:10])([CH3:1])[CH2:7]1)(=[O:21])=[O:20]. (6) Given the reactants O1CCCC1.[C:6]1([NH:12][CH2:13][C:14]2[CH:19]=[CH:18][C:17]([CH2:20][C:21](Cl)=[N:22][OH:23])=[CH:16][CH:15]=2)[CH:11]=[CH:10][CH:9]=[CH:8][CH:7]=1.[C:25]([C:27]1[C:28]([NH2:33])=[N:29][CH:30]=[CH:31][CH:32]=1)#[CH:26].C(N(CC)CC)C, predict the reaction product. The product is: [C:6]1([NH:12][CH2:13][C:14]2[CH:19]=[CH:18][C:17]([CH2:20][C:21]3[CH:26]=[C:25]([C:27]4[C:28]([NH2:33])=[N:29][CH:30]=[CH:31][CH:32]=4)[O:23][N:22]=3)=[CH:16][CH:15]=2)[CH:11]=[CH:10][CH:9]=[CH:8][CH:7]=1. (7) Given the reactants [CH2:1]([C:5]1[N:6]=[C:7]([CH2:27][CH2:28][CH3:29])[NH:8][C:9](=[O:26])[C:10]=1[CH2:11][C:12]1[CH:17]=[CH:16][C:15]([C:18]2[C:19]([C:24]#[N:25])=[CH:20][CH:21]=[CH:22][CH:23]=2)=[CH:14][CH:13]=1)[CH2:2][CH2:3][CH3:4].[O:30]1[C:34]2[CH:35]=[CH:36][C:37](B(O)O)=[CH:38][C:33]=2[CH2:32][CH2:31]1.N1C=CC=CC=1.C(N(CC)CC)C, predict the reaction product. The product is: [CH2:1]([C:5]1[N:6]=[C:7]([CH2:27][CH2:28][CH3:29])[N:8]([C:37]2[CH:36]=[CH:35][C:34]3[O:30][CH2:31][CH2:32][C:33]=3[CH:38]=2)[C:9](=[O:26])[C:10]=1[CH2:11][C:12]1[CH:17]=[CH:16][C:15]([C:18]2[C:19]([C:24]#[N:25])=[CH:20][CH:21]=[CH:22][CH:23]=2)=[CH:14][CH:13]=1)[CH2:2][CH2:3][CH3:4].